Dataset: Forward reaction prediction with 1.9M reactions from USPTO patents (1976-2016). Task: Predict the product of the given reaction. (1) Given the reactants C(OC(=O)[NH:7][CH:8]1[CH2:13][CH2:12][N:11]([C:14]2[CH:19]=[CH:18][N:17]=[C:16]([C:20]3[CH:29]=[CH:28][C:27]4[C:26]([CH3:31])([CH3:30])[CH2:25][CH2:24][C:23]([CH3:33])([CH3:32])[C:22]=4[CH:21]=3)[N:15]=2)[CH2:10][CH2:9]1)(C)(C)C.Cl, predict the reaction product. The product is: [CH3:30][C:26]1([CH3:31])[CH2:25][CH2:24][C:23]([CH3:32])([CH3:33])[C:22]2[CH:21]=[C:20]([C:16]3[N:15]=[C:14]([N:11]4[CH2:12][CH2:13][CH:8]([NH2:7])[CH2:9][CH2:10]4)[CH:19]=[CH:18][N:17]=3)[CH:29]=[CH:28][C:27]1=2. (2) The product is: [F:1][C:2]1[CH:7]=[CH:6][C:5]([S:8]([C:9]2[C:17]3[C:12](=[N:13][CH:14]=[CH:15][CH:16]=3)[NH:11][CH:10]=2)(=[O:19])=[O:29])=[CH:4][CH:3]=1. Given the reactants [F:1][C:2]1[CH:7]=[CH:6][C:5]([S:8][C:9]2[C:17]3[C:12](=[N:13][CH:14]=[CH:15][CH:16]=3)[NH:11][CH:10]=2)=[CH:4][CH:3]=1.C([O-])(O)=[O:19].[Na+].OOS([O-])=O.[K+].[OH2:29], predict the reaction product. (3) Given the reactants [Cl:1][C:2]1[CH:3]=[C:4]2[CH:10]=[C:9]([C:11]([NH:13][C@@H:14]([CH2:18][C:19]3[CH:24]=[CH:23][CH:22]=[CH:21][CH:20]=3)[C:15]([OH:17])=O)=[O:12])[NH:8][C:5]2=[CH:6][N:7]=1.[NH:25]1[CH2:29][CH2:28][CH2:27][CH2:26]1.C1C=CC2N(O)N=NC=2C=1.CCN(C(C)C)C(C)C.CCN=C=NCCCN(C)C, predict the reaction product. The product is: [CH2:18]([C@H:14]([NH:13][C:11]([C:9]1[NH:8][C:5]2=[CH:6][N:7]=[C:2]([Cl:1])[CH:3]=[C:4]2[CH:10]=1)=[O:12])[C:15](=[O:17])[N:25]1[CH2:29][CH2:28][CH2:27][CH2:26]1)[C:19]1[CH:20]=[CH:21][CH:22]=[CH:23][CH:24]=1. (4) Given the reactants [CH3:1][S:2]([O:5][CH2:6][CH:7]([NH:15][C:16]([O:18][C:19]([CH3:22])([CH3:21])[CH3:20])=[O:17])[C:8]1[CH:13]=[CH:12][C:11]([Cl:14])=[CH:10][CH:9]=1)(=[O:4])=[O:3].[NH2:23][CH:24]([C:28]1[CH:33]=[CH:32][C:31]([Cl:34])=[CH:30][CH:29]=1)[C:25](O)=[O:26].[BH4-].[Na+].II, predict the reaction product. The product is: [CH3:1][S:2]([O:5][CH2:6][CH:7]([NH:15][C:16]([O:18][C:19]([CH3:22])([CH3:21])[CH3:20])=[O:17])[C:8]1[CH:13]=[CH:12][C:11]([Cl:14])=[CH:10][CH:9]=1)(=[O:3])=[O:4].[NH2:23][CH:24]([C:28]1[CH:33]=[CH:32][C:31]([Cl:34])=[CH:30][CH:29]=1)[CH2:25][OH:26]. (5) Given the reactants C(OC([N:8]1[CH2:17][CH2:16][C:15]2[C:11](=[C:12](OS(C(F)(F)F)(=O)=O)[N:13]([CH:18]3[CH2:22][CH2:21][CH2:20][CH2:19]3)[N:14]=2)[CH2:10][CH2:9]1)=O)(C)(C)C.[CH3:31][C:32]1[CH:37]=[CH:36][C:35](B(O)O)=[CH:34][CH:33]=1, predict the reaction product. The product is: [CH:18]1([N:13]2[C:12]([C:35]3[CH:36]=[CH:37][C:32]([CH3:31])=[CH:33][CH:34]=3)=[C:11]3[C:15]([CH2:16][CH2:17][NH:8][CH2:9][CH2:10]3)=[N:14]2)[CH2:19][CH2:20][CH2:21][CH2:22]1.